From a dataset of Catalyst prediction with 721,799 reactions and 888 catalyst types from USPTO. Predict which catalyst facilitates the given reaction. (1) Reactant: Br[CH2:2][C:3]([C@H:5]1[CH2:10][CH2:9][C@H:8]([C:11]([CH3:14])([CH3:13])[CH3:12])[CH2:7][CH2:6]1)=O.[C:15]([O:19][C:20](=[O:35])[CH2:21][CH2:22][N:23]([CH2:27][C:28]1[S:29][C:30]([CH2:33][CH3:34])=[CH:31][CH:32]=1)[C:24]([NH2:26])=[S:25])([CH3:18])([CH3:17])[CH3:16]. Product: [C:15]([O:19][C:20](=[O:35])[CH2:21][CH2:22][N:23]([C:24]1[S:25][CH:2]=[C:3]([C@H:5]2[CH2:10][CH2:9][C@H:8]([C:11]([CH3:14])([CH3:13])[CH3:12])[CH2:7][CH2:6]2)[N:26]=1)[CH2:27][C:28]1[S:29][C:30]([CH2:33][CH3:34])=[CH:31][CH:32]=1)([CH3:16])([CH3:17])[CH3:18]. The catalyst class is: 5. (2) Reactant: C[Si]([N-][Si](C)(C)C)(C)C.[Na+:10].[C:11](#[N:13])[CH3:12].[F:14][C:15]1[CH:20]=[CH:19][CH:18]=[C:17]([F:21])[C:16]=1[N:22]=[C:23]=[S:24].CN1[CH:33]=[CH:32][C:30](=[O:31])N(C)C1=O. Product: [C:11]([C:12]1[CH:33]=[CH:32][C:30](=[O:31])[N:22]([C:16]2[C:15]([F:14])=[CH:20][CH:19]=[CH:18][C:17]=2[F:21])[C:23]=1[S-:24])#[N:13].[Na+:10]. The catalyst class is: 242. (3) Product: [C:1]([O:5][C:6](=[O:14])[NH:7][CH:8]1[CH2:13][CH2:12][N:11]([CH2:22][CH:23]=[C:24]([CH3:26])[CH3:25])[CH2:10][CH2:9]1)([CH3:4])([CH3:2])[CH3:3]. The catalyst class is: 1. Reactant: [C:1]([O:5][C:6](=[O:14])[NH:7][CH:8]1[CH2:13][CH2:12][NH:11][CH2:10][CH2:9]1)([CH3:4])([CH3:3])[CH3:2].C([O-])([O-])=O.[K+].[K+].Br[CH2:22][CH:23]=[C:24]([CH3:26])[CH3:25]. (4) Reactant: C[O-].[Na+].[OH:4][C:5]1[CH:10]=[CH:9][C:8]([CH2:11][C:12](OCC)=O)=[CH:7][CH:6]=1.[Br:17][C:18]1[CH:23]=[C:22]([CH3:24])[CH:21]=[C:20]([Br:25])[C:19]=1[NH:26][C:27](=[S:30])[NH:28][NH2:29]. Product: [OH:4][C:5]1[CH:6]=[CH:7][C:8]([CH2:11][C:12]2[N:26]([C:19]3[C:20]([Br:25])=[CH:21][C:22]([CH3:24])=[CH:23][C:18]=3[Br:17])[C:27](=[S:30])[NH:28][N:29]=2)=[CH:9][CH:10]=1. The catalyst class is: 5.